From a dataset of Catalyst prediction with 721,799 reactions and 888 catalyst types from USPTO. Predict which catalyst facilitates the given reaction. (1) Reactant: Cl[Si](C)(C)C.[BH4-].[Li+].[CH2:8]1[C@@H:17]2[C@H:12]([CH2:13][CH2:14][C:15]3[CH:21]=[CH:20][CH:19]=[CH:18][C:16]=32)[NH:11][C:10](=O)[CH2:9]1.[OH-].[K+].[C:25](O[C:25]([O:27][C:28]([CH3:31])([CH3:30])[CH3:29])=[O:26])([O:27][C:28]([CH3:31])([CH3:30])[CH3:29])=[O:26]. Product: [CH2:8]1[C@@H:17]2[C@H:12]([CH2:13][CH2:14][C:15]3[CH:21]=[CH:20][CH:19]=[CH:18][C:16]=32)[N:11]([C:25]([O:27][C:28]([CH3:31])([CH3:30])[CH3:29])=[O:26])[CH2:10][CH2:9]1. The catalyst class is: 83. (2) Reactant: Cl[C:2]1[N:3]([CH2:10][C:11]2[CH:18]=[CH:17][CH:16]=[CH:15][C:12]=2[C:13]#[N:14])[C:4](=[O:9])[C:5]([F:8])=[CH:6][N:7]=1.Cl.Cl.[NH2:21][C@@H:22]1[CH2:27][CH2:26][CH2:25][NH:24][CH2:23]1.C(=O)([O-])[O-].[K+].[K+].C(OC(C)C)(=O)C.Cl. Product: [NH2:21][C@@H:22]1[CH2:27][CH2:26][CH2:25][N:24]([C:2]2[N:3]([CH2:10][C:11]3[CH:18]=[CH:17][CH:16]=[CH:15][C:12]=3[C:13]#[N:14])[C:4](=[O:9])[C:5]([F:8])=[CH:6][N:7]=2)[CH2:23]1. The catalyst class is: 666. (3) Reactant: [Cl:1][C:2]1[CH:29]=[C:28]([Cl:30])[CH:27]=[CH:26][C:3]=1[C:4]([NH:6][CH2:7][C:8]1([CH2:22][CH:23]2[CH2:25][CH2:24]2)[CH2:13][CH2:12][N:11]([S:14]([C:17]2[N:18]=[N:19][NH:20][CH:21]=2)(=[O:16])=[O:15])[CH2:10][CH2:9]1)=[O:5].[C:31](=O)([O-])[O-].[K+].[K+].CI. Product: [Cl:1][C:2]1[CH:29]=[C:28]([Cl:30])[CH:27]=[CH:26][C:3]=1[C:4]([NH:6][CH2:7][C:8]1([CH2:22][CH:23]2[CH2:24][CH2:25]2)[CH2:13][CH2:12][N:11]([S:14]([C:17]2[N:18]=[N:19][N:20]([CH3:31])[CH:21]=2)(=[O:15])=[O:16])[CH2:10][CH2:9]1)=[O:5]. The catalyst class is: 9. (4) Reactant: [CH3:1][N:2]1[CH2:6][CH2:5][CH2:4][CH:3]1[CH2:7][O:8][C:9]1[CH:10]=[C:11]2[C:16](=[CH:17][CH:18]=1)[CH:15]=[C:14]([C:19]1[C:27]3[C:22](=[CH:23][CH:24]=[C:25]([C:28]#[N:29])[CH:26]=3)[N:21](C3CCCCO3)[N:20]=1)[CH:13]=[CH:12]2.[OH-:36].[K+]. Product: [CH3:1][N:2]1[CH2:6][CH2:5][CH2:4][CH:3]1[CH2:7][O:8][C:9]1[CH:10]=[C:11]2[C:16](=[CH:17][CH:18]=1)[CH:15]=[C:14]([C:19]1[C:27]3[C:22](=[CH:23][CH:24]=[C:25]([C:28]([NH2:29])=[O:36])[CH:26]=3)[NH:21][N:20]=1)[CH:13]=[CH:12]2. The catalyst class is: 107. (5) The catalyst class is: 25. Product: [ClH:26].[CH2:19]([O:18][C:16](=[O:17])[NH:15][CH2:14][CH:11]1[CH2:10][CH2:9][NH:8][CH2:13][CH2:12]1)[C:20]1[CH:25]=[CH:24][CH:23]=[CH:22][CH:21]=1. Reactant: C(OC([N:8]1[CH2:13][CH2:12][CH:11]([CH2:14][NH:15][C:16]([O:18][CH2:19][C:20]2[CH:25]=[CH:24][CH:23]=[CH:22][CH:21]=2)=[O:17])[CH2:10][CH2:9]1)=O)(C)(C)C.[ClH:26]. (6) Reactant: [CH3:1][O:2][C:3]1[CH:8]=[CH:7][C:6]([NH2:9])=[CH:5][C:4]=1[CH3:10].[C:11](OCC)(=[O:13])[CH3:12].C(N)(=O)C. Product: [CH3:1][O:2][C:3]1[CH:8]=[CH:7][C:6]([NH:9][C:11](=[O:13])[CH3:12])=[CH:5][C:4]=1[CH3:10]. The catalyst class is: 605. (7) Reactant: [C:1]1([CH:8]=[CH:7][C:5]([OH:6])=[CH:4][CH:3]=1)[OH:2].ClCCCl.[S:13](=O)(=[O:16])([OH:15])[OH:14].C(C(CCCC)C([O-])=O)C.[K+:28]. Product: [K+:28].[OH:2][C:1]1[CH:8]=[CH:7][C:5]([OH:6])=[CH:4][C:3]=1[S:13]([O-:16])(=[O:15])=[O:14]. The catalyst class is: 13.